Task: Predict the reaction yield, written as a fraction of the theoretical maximum amount of product (1.0 means a 100% yield; for example, 0.34 means a 34% yield).. Dataset: Reaction yield outcomes from USPTO patents with 853,638 reactions (1) The reactants are [CH2:1]([N:3]1[C:8]2[N:9]=[C:10]([S:14][CH3:15])[N:11]=[C:12]([CH3:13])[C:7]=2[CH:6]=[CH:5][C:4]1=[O:16])[CH3:2].[Br:17]Br. The catalyst is C(Cl)Cl. The product is [Br:17][C:5]1[C:4](=[O:16])[N:3]([CH2:1][CH3:2])[C:8]2[N:9]=[C:10]([S:14][CH3:15])[N:11]=[C:12]([CH3:13])[C:7]=2[CH:6]=1. The yield is 0.830. (2) The reactants are Br[CH2:2][CH2:3][CH2:4][CH2:5][P:6](=[O:13])([O:10][CH2:11][CH3:12])[O:7][CH2:8][CH3:9].[NH:14]([CH3:16])[CH3:15]. No catalyst specified. The product is [CH3:15][N:14]([CH3:16])[CH2:2][CH2:3][CH2:4][CH2:5][P:6](=[O:13])([O:10][CH2:11][CH3:12])[O:7][CH2:8][CH3:9]. The yield is 0.810.